This data is from Forward reaction prediction with 1.9M reactions from USPTO patents (1976-2016). The task is: Predict the product of the given reaction. (1) Given the reactants [F:1][C:2]1[CH:3]=[C:4]([N+:19]([O-:21])=[O:20])[C:5]([NH:9][C@H:10]([C:12]2[CH:17]=[CH:16][C:15]([F:18])=[CH:14][N:13]=2)[CH3:11])=[N:6][C:7]=1F.[CH3:22][C:23]1[NH:27][N:26]=[C:25]([NH2:28])[CH:24]=1, predict the reaction product. The product is: [F:1][C:2]1[C:7]([NH:28][C:25]2[CH:24]=[C:23]([CH3:22])[NH:27][N:26]=2)=[N:6][C:5]([NH:9][C@H:10]([C:12]2[CH:17]=[CH:16][C:15]([F:18])=[CH:14][N:13]=2)[CH3:11])=[C:4]([N+:19]([O-:21])=[O:20])[CH:3]=1. (2) Given the reactants [F:1][C:2]1[CH:3]=[C:4]([C:9]2[O:13][N:12]=[C:11]([C:14]3[CH:19]=[CH:18][N:17]=[N:16][CH:15]=3)[N:10]=2)[CH:5]=[CH:6][C:7]=1[F:8].[ClH:20].Cl.N1C=CC=C(C2N=C(C3C=CC=C([C@H]4CCCN4)C=3)ON=2)C=1, predict the reaction product. The product is: [ClH:20].[F:1][C:2]1[CH:3]=[C:4]([C:9]2[O:13][N:12]=[C:11]([C:14]3[CH:19]=[CH:18][N:17]=[N:16][CH:15]=3)[N:10]=2)[CH:5]=[CH:6][C:7]=1[F:8]. (3) Given the reactants FC(F)(F)C(F)(F)C(F)(F)C(F)(F)S(O[C:10]1[CH2:16][CH2:15][CH2:14][C:13]2[CH:17]=[C:18]([O:21]C)[CH:19]=[CH:20][C:12]=2[CH:11]=1)(=O)=O.C[O:32][C:33]1[CH:38]=[CH:37][C:36](B(O)O)=[CH:35][CH:34]=1.C1(C)C=CC=CC=1.C([O-])([O-])=O.[Na+].[Na+], predict the reaction product. The product is: [OH:32][C:33]1[CH:38]=[CH:37][C:36]([C:10]2[CH2:16][CH2:15][CH2:14][C:13]3[CH:17]=[C:18]([OH:21])[CH:19]=[CH:20][C:12]=3[CH:11]=2)=[CH:35][CH:34]=1. (4) The product is: [Cl:1][C:2]1[C:7]([C:8]2[CH:13]=[CH:12][C:11]([Cl:14])=[CH:10][C:9]=2[Cl:15])=[C:6]([NH:16][CH:17]([CH3:19])[CH3:18])[N:5]2[N:20]=[CH:21][C:22]([C:23]([OH:25])=[O:24])=[C:4]2[N:3]=1. Given the reactants [Cl:1][C:2]1[C:7]([C:8]2[CH:13]=[CH:12][C:11]([Cl:14])=[CH:10][C:9]=2[Cl:15])=[C:6]([NH:16][CH:17]([CH3:19])[CH3:18])[N:5]2[N:20]=[CH:21][C:22]([C:23]([O:25]C)=[O:24])=[C:4]2[N:3]=1.[OH-].[K+].Cl, predict the reaction product.